This data is from CYP3A4 inhibition data for predicting drug metabolism from PubChem BioAssay. The task is: Regression/Classification. Given a drug SMILES string, predict its absorption, distribution, metabolism, or excretion properties. Task type varies by dataset: regression for continuous measurements (e.g., permeability, clearance, half-life) or binary classification for categorical outcomes (e.g., BBB penetration, CYP inhibition). Dataset: cyp3a4_veith. The compound is Cc1ccccc1NC(=S)NN1CCN(C)CC1. The result is 0 (non-inhibitor).